Dataset: NCI-60 drug combinations with 297,098 pairs across 59 cell lines. Task: Regression. Given two drug SMILES strings and cell line genomic features, predict the synergy score measuring deviation from expected non-interaction effect. (1) Drug 1: C1=NC2=C(N1)C(=S)N=C(N2)N. Drug 2: C1CN1P(=S)(N2CC2)N3CC3. Cell line: PC-3. Synergy scores: CSS=19.3, Synergy_ZIP=-8.75, Synergy_Bliss=-2.22, Synergy_Loewe=-2.26, Synergy_HSA=-0.560. (2) Drug 1: CC12CCC3C(C1CCC2=O)CC(=C)C4=CC(=O)C=CC34C. Drug 2: CC12CCC3C(C1CCC2OP(=O)(O)O)CCC4=C3C=CC(=C4)OC(=O)N(CCCl)CCCl.[Na+]. Cell line: SF-295. Synergy scores: CSS=-5.74, Synergy_ZIP=-11.5, Synergy_Bliss=-27.7, Synergy_Loewe=-45.4, Synergy_HSA=-26.9.